From a dataset of Peptide-MHC class II binding affinity with 134,281 pairs from IEDB. Regression. Given a peptide amino acid sequence and an MHC pseudo amino acid sequence, predict their binding affinity value. This is MHC class II binding data. (1) The peptide sequence is DTGGLIDSPSINLDVRKQYK. The MHC is DRB1_0401 with pseudo-sequence DRB1_0401. The binding affinity (normalized) is 0.368. (2) The peptide sequence is EKMYFAATQFEPLAA. The MHC is HLA-DPA10201-DPB10101 with pseudo-sequence HLA-DPA10201-DPB10101. The binding affinity (normalized) is 0.665.